The task is: Predict the product of the given reaction.. This data is from Forward reaction prediction with 1.9M reactions from USPTO patents (1976-2016). (1) The product is: [CH3:38][C:3]1([CH3:37])[C@@H:2]([OH:1])[CH2:34][CH2:33][C@@:32]2([CH3:35])[C:4]1=[CH:5][CH2:6][C@@H:7]1[C@@H:31]2[CH2:30][CH2:29][C@@:28]2([CH3:36])[C@H:8]1[CH2:9][CH2:10][C@@H:11]2[C@H:12]([CH3:27])[CH2:13][CH2:14][CH2:15][C@@H:16]([CH3:26])[CH2:17][OH:18]. Given the reactants [OH:1][C@H:2]1[CH2:34][CH2:33][C@@:32]2([CH3:35])[C:4](=[CH:5][CH2:6][C@@H:7]3[C@@H:31]2[CH2:30][CH2:29][C@@:28]2([CH3:36])[C@H:8]3[CH2:9][CH2:10][C@@H:11]2[C@H:12]([CH3:27])[CH2:13][CH2:14][CH2:15][C@@H:16]([CH3:26])[CH2:17][O:18][Si](C(C)(C)C)(C)C)[C:3]1([CH3:38])[CH3:37].[F-].C([N+](CCCC)(CCCC)CCCC)CCC, predict the reaction product. (2) Given the reactants Br[CH2:2][C:3]1[CH:8]=[C:7]([O:9][C:10]([F:15])([F:14])[CH:11]([F:13])[F:12])[CH:6]=[C:5]([C:16]([C:19]2[CH:24]=[C:23]([N+:25]([O-:27])=[O:26])[CH:22]=[C:21]([Cl:28])[CH:20]=2)([CH3:18])[CH3:17])[CH:4]=1.[CH3:29][N:30]1[CH:34]=[C:33](B2OC(C)(C)C(C)(C)O2)[CH:32]=[N:31]1.C([O-])([O-])=O.[Na+].[Na+], predict the reaction product. The product is: [Cl:28][C:21]1[CH:20]=[C:19]([C:16]([C:5]2[CH:4]=[C:3]([CH:8]=[C:7]([O:9][C:10]([F:14])([F:15])[CH:11]([F:13])[F:12])[CH:6]=2)[CH2:2][C:33]2[CH:32]=[N:31][N:30]([CH3:29])[CH:34]=2)([CH3:18])[CH3:17])[CH:24]=[C:23]([N+:25]([O-:27])=[O:26])[CH:22]=1. (3) Given the reactants [Cl:1][C:2]1[N:7]=[CH:6][C:5]2[C:8](I)=[N:9][N:10]([C:11]([C:24]3[CH:29]=[CH:28][CH:27]=[CH:26][CH:25]=3)([C:18]3[CH:23]=[CH:22][CH:21]=[CH:20][CH:19]=3)[C:12]3[CH:17]=[CH:16][CH:15]=[CH:14][CH:13]=3)[C:4]=2[CH:3]=1.[CH:31]1(B(O)O)[CH2:33][CH2:32]1.C(=O)([O-])[O-].[K+].[K+].N#N, predict the reaction product. The product is: [Cl:1][C:2]1[N:7]=[CH:6][C:5]2[C:8]([CH:31]3[CH2:33][CH2:32]3)=[N:9][N:10]([C:11]([C:24]3[CH:29]=[CH:28][CH:27]=[CH:26][CH:25]=3)([C:18]3[CH:23]=[CH:22][CH:21]=[CH:20][CH:19]=3)[C:12]3[CH:17]=[CH:16][CH:15]=[CH:14][CH:13]=3)[C:4]=2[CH:3]=1. (4) Given the reactants [CH3:1][N:2]1[C:7](=[O:8])[CH:6]=[C:5]([C:9]2[CH:14]=[CH:13][N:12]=[CH:11][CH:10]=2)[N:4]=[C:3]1[CH:15]1[CH2:20][CH2:19][N:18]([CH3:21])[CH2:17][CH2:16]1.F[B-](F)(F)F.[O:27]=[N+:28]=[O:29], predict the reaction product. The product is: [CH3:1][N:2]1[C:7](=[O:8])[C:6]([N+:28]([O-:29])=[O:27])=[C:5]([C:9]2[CH:14]=[CH:13][N:12]=[CH:11][CH:10]=2)[N:4]=[C:3]1[CH:15]1[CH2:20][CH2:19][N:18]([CH3:21])[CH2:17][CH2:16]1. (5) Given the reactants [C:1](OC=C)(=[O:3])[CH3:2].[C:7]1([CH3:21])[CH:12]=[CH:11][C:10]([S:13]([O:16][CH2:17][CH:18]([OH:20])[CH3:19])(=[O:15])=[O:14])=[CH:9][CH:8]=1, predict the reaction product. The product is: [C:7]1([CH3:21])[CH:8]=[CH:9][C:10]([S:13]([O:16][CH2:17][C@H:18]([O:20][C:1](=[O:3])[CH3:2])[CH3:19])(=[O:14])=[O:15])=[CH:11][CH:12]=1. (6) Given the reactants [NH:1]1[C:9]2[CH:8]=[C:7]([C:10]([O:12][C:13]([CH3:16])([CH3:15])[CH3:14])=[O:11])[N:6]=[CH:5][C:4]=2[CH:3]=[CH:2]1.[H-].[Na+].Cl[CH2:20][S:21][CH3:22], predict the reaction product. The product is: [CH3:20][S:21][CH2:22][N:1]1[C:9]2[CH:8]=[C:7]([C:10]([O:12][C:13]([CH3:16])([CH3:15])[CH3:14])=[O:11])[N:6]=[CH:5][C:4]=2[CH:3]=[CH:2]1. (7) Given the reactants [Br:1][C:2]1[CH:3]=[N:4][CH:5]=[C:6](F)[CH:7]=1.[OH:9][C:10]1[CH:11]=[N:12][CH:13]=[N:14][CH:15]=1.C(=O)([O-])[O-].[K+].[K+], predict the reaction product. The product is: [Br:1][C:2]1[CH:7]=[C:6]([O:9][C:10]2[CH:11]=[N:12][CH:13]=[N:14][CH:15]=2)[CH:5]=[N:4][CH:3]=1. (8) Given the reactants [CH3:1][C:2]1[N:12]=[CH:11][CH:10]=[CH:9][C:3]=1[C:4](OCC)=[O:5].[H-].C([Al+]CC(C)C)C(C)C, predict the reaction product. The product is: [OH:5][CH2:4][C:3]1[C:2]([CH3:1])=[N:12][CH:11]=[CH:10][CH:9]=1.